Dataset: Forward reaction prediction with 1.9M reactions from USPTO patents (1976-2016). Task: Predict the product of the given reaction. (1) The product is: [CH3:30][O:31][CH2:32][C:33]([NH:4][C@H:5]([C:10]1[N:11]=[C:12]([NH:15][C:16]2[CH:21]=[CH:20][C:19]([N:22]3[CH:26]=[C:25]([CH3:27])[N:24]=[CH:23]3)=[C:18]([O:28][CH3:29])[CH:17]=2)[S:13][CH:14]=1)[CH2:6][CH:7]([CH3:8])[CH3:9])=[O:34]. Given the reactants Cl.Cl.Cl.[NH2:4][C@H:5]([C:10]1[N:11]=[C:12]([NH:15][C:16]2[CH:21]=[CH:20][C:19]([N:22]3[CH:26]=[C:25]([CH3:27])[N:24]=[CH:23]3)=[C:18]([O:28][CH3:29])[CH:17]=2)[S:13][CH:14]=1)[CH2:6][CH:7]([CH3:9])[CH3:8].[CH3:30][O:31][CH2:32][C:33](O)=[O:34], predict the reaction product. (2) The product is: [Cl:1][C:2]1[CH:7]=[C:6]([Cl:8])[CH:5]=[CH:4][C:3]=1[C:9]1[CH:10]=[C:11]([C:14]([NH:18][NH2:19])=[O:16])[NH:12][N:13]=1. Given the reactants [Cl:1][C:2]1[CH:7]=[C:6]([Cl:8])[CH:5]=[CH:4][C:3]=1[C:9]1[CH:10]=[C:11]([C:14]([OH:16])=O)[NH:12][N:13]=1.O.[NH2:18][NH2:19], predict the reaction product. (3) Given the reactants [Cl:1][C:2]1[C:7]([C:8]2[CH:9]=[N:10][C:11]([C:16]([F:19])([F:18])[F:17])=[CH:12][C:13]=2[C:14]#[N:15])=[CH:6][C:5]([S:20]([N:23]([CH3:30])[C:24]2[CH:29]=[CH:28][CH:27]=[CH:26][N:25]=2)(=[O:22])=[O:21])=[C:4]([O:31][CH2:32][CH2:33][CH2:34][CH2:35][OH:36])[CH:3]=1.C(#N)C.[OH2:40].CO, predict the reaction product. The product is: [Cl:1][C:2]1[C:7]([C:8]2[CH:9]=[N:10][C:11]([C:16]([F:17])([F:18])[F:19])=[CH:12][C:13]=2[C:14]#[N:15])=[CH:6][C:5]([S:20](=[O:22])(=[O:21])[N:23]([CH3:30])[C:24]2[CH:29]=[CH:28][CH:27]=[CH:26][N:25]=2)=[C:4]([CH:3]=1)[O:31][CH2:32][CH2:33][CH2:34][C:35]([OH:40])=[O:36]. (4) Given the reactants [CH3:1][NH:2][C:3]([C@@H:5]([NH:17][C:18](=[O:42])[C@@H:19]([NH:26][C:27]([NH2:41])=[N:28][NH:29][C:30](=[O:40])[C@H:31]([NH2:39])[CH2:32][C:33]1[CH:38]=[CH:37][CH:36]=[CH:35][CH:34]=1)[CH2:20][CH2:21][CH2:22][N+:23]([O-:25])=[O:24])[CH2:6][C:7]1[CH:16]=[CH:15][C:14]2[C:9](=[CH:10][CH:11]=[CH:12][CH:13]=2)[CH:8]=1)=[O:4].[C:43]([NH:46][C@@H:47]([CH2:51][C:52]1[CH:57]=[CH:56][C:55]([OH:58])=[CH:54][CH:53]=1)[C:48](O)=[O:49])(=[O:45])[CH3:44].C1CN([P+](ON2N=NC3C=CC=CC2=3)(N2CCCC2)N2CCCC2)CC1.F[P-](F)(F)(F)(F)F.C(N(CC)CC)C, predict the reaction product. The product is: [CH3:1][NH:2][C:3]([C@@H:5]([NH:17][C:18](=[O:42])[C@@H:19]([NH:26][C:27]([NH2:41])=[N:28][NH:29][C:30](=[O:40])[C@H:31]([NH:39][C:48](=[O:49])[C@@H:47]([NH:46][C:43](=[O:45])[CH3:44])[CH2:51][C:52]1[CH:57]=[CH:56][C:55]([OH:58])=[CH:54][CH:53]=1)[CH2:32][C:33]1[CH:38]=[CH:37][CH:36]=[CH:35][CH:34]=1)[CH2:20][CH2:21][CH2:22][N+:23]([O-:25])=[O:24])[CH2:6][C:7]1[CH:16]=[CH:15][C:14]2[C:9](=[CH:10][CH:11]=[CH:12][CH:13]=2)[CH:8]=1)=[O:4]. (5) Given the reactants Cl.[N+:2]([C:5]1[CH:10]=[CH:9][C:8]([CH2:11][CH2:12][NH2:13])=[CH:7][CH:6]=1)([O-:4])=[O:3].C(=O)([O-])[O-].[K+].[K+].[N+:20]([C:23]1[CH:32]=[CH:31][C:26]([O:27][CH2:28][CH2:29]Br)=[CH:25][CH:24]=1)([O-:22])=[O:21], predict the reaction product. The product is: [N+:2]([C:5]1[CH:6]=[CH:7][C:8]([CH2:11][CH2:12][NH:13][CH2:29][CH2:28][O:27][C:26]2[CH:25]=[CH:24][C:23]([N+:20]([O-:22])=[O:21])=[CH:32][CH:31]=2)=[CH:9][CH:10]=1)([O-:4])=[O:3]. (6) Given the reactants Br[C:2]1[CH:3]=[C:4]([C:8]2([C:19]3[CH:24]=[CH:23][C:22]([O:25][CH3:26])=[CH:21][CH:20]=3)[C:16]3[C:11](=[N:12][CH:13]=[C:14]([CH3:17])[CH:15]=3)[C:10]([NH2:18])=[N:9]2)[CH:5]=[CH:6][CH:7]=1.[N:27]1[CH:32]=[C:31](B(O)O)[CH:30]=[N:29][CH:28]=1, predict the reaction product. The product is: [CH3:26][O:25][C:22]1[CH:21]=[CH:20][C:19]([C:8]2([C:4]3[CH:5]=[CH:6][CH:7]=[C:2]([C:31]4[CH:32]=[N:27][CH:28]=[N:29][CH:30]=4)[CH:3]=3)[C:16]3[C:11](=[N:12][CH:13]=[C:14]([CH3:17])[CH:15]=3)[C:10]([NH2:18])=[N:9]2)=[CH:24][CH:23]=1. (7) Given the reactants [C:1]([C:3]1[N:7]([CH:8]2[CH2:13][CH2:12][N:11](C(OC(C)(C)C)=O)[CH2:10][CH2:9]2)[N:6]=[CH:5][C:4]=1[CH2:21][O:22][C:23]1[CH:28]=[C:27]([F:29])[CH:26]=[CH:25][C:24]=1[F:30])#[N:2].Cl, predict the reaction product. The product is: [F:30][C:24]1[CH:25]=[CH:26][C:27]([F:29])=[CH:28][C:23]=1[O:22][CH2:21][C:4]1[CH:5]=[N:6][N:7]([CH:8]2[CH2:13][CH2:12][NH:11][CH2:10][CH2:9]2)[C:3]=1[C:1]#[N:2]. (8) Given the reactants [N:1]1[CH:6]=[CH:5][CH:4]=[CH:3][C:2]=1[C:7]1[S:11][C:10]([C:12]([OH:14])=O)=[CH:9][CH:8]=1.[CH3:15][O:16][C:17]1[CH:24]=[C:23]([O:25][CH3:26])[CH:22]=[CH:21][C:18]=1[CH2:19][NH2:20], predict the reaction product. The product is: [CH3:15][O:16][C:17]1[CH:24]=[C:23]([O:25][CH3:26])[CH:22]=[CH:21][C:18]=1[CH2:19][NH:20][C:12]([C:10]1[S:11][C:7]([C:2]2[CH:3]=[CH:4][CH:5]=[CH:6][N:1]=2)=[CH:8][CH:9]=1)=[O:14].